Dataset: Catalyst prediction with 721,799 reactions and 888 catalyst types from USPTO. Task: Predict which catalyst facilitates the given reaction. (1) Reactant: [CH3:1][N:2]([CH3:27])[C:3]1[CH:26]=[CH:25][C:6]([CH2:7][N:8]2[C:17](=[O:18])[C:16]3=[CH:19][CH:20]=[C:21]([O:22]C)[C:14]4[C:15]3=[C:10]([CH:11]=[CH:12][N:13]=4)[C:9]2=[O:24])=[CH:5][CH:4]=1.C(=O)([O-])[O-].[K+].[K+].C1(S)C=CC=CC=1.Cl. Product: [CH3:1][N:2]([CH3:27])[C:3]1[CH:4]=[CH:5][C:6]([CH2:7][N:8]2[C:17](=[O:18])[C:16]3=[CH:19][CH:20]=[C:21]([OH:22])[C:14]4[C:15]3=[C:10]([CH:11]=[CH:12][N:13]=4)[C:9]2=[O:24])=[CH:25][CH:26]=1. The catalyst class is: 60. (2) Reactant: [CH3:1][S:2][C:3]1[CH:8]=[CH:7][C:6]([C:9]([CH:21]2[CH2:25][CH2:24][CH2:23][CH2:22]2)([CH3:20])[C:10]([O:12][CH:13]2[CH2:18][CH2:17][N:16]([CH3:19])[CH2:15][CH2:14]2)=[O:11])=[CH:5][CH:4]=1.[I:26][CH3:27]. Product: [I-:26].[CH3:1][S:2][C:3]1[CH:8]=[CH:7][C:6]([C:9]([CH:21]2[CH2:25][CH2:24][CH2:23][CH2:22]2)([CH3:20])[C:10]([O:12][CH:13]2[CH2:18][CH2:17][N+:16]([CH3:27])([CH3:19])[CH2:15][CH2:14]2)=[O:11])=[CH:5][CH:4]=1. The catalyst class is: 27. (3) Reactant: C[O:2][C:3]([C:5]1[CH:6]=[N:7][C:8]2[C:13]([C:14]=1[O:15][CH3:16])=[CH:12][C:11](/[CH:17]=[C:18]1/[C:19](=[O:33])[N:20]=[C:21]([NH:23][C@@H:24]3[CH2:26][C@H:25]3[C:27]3[CH:32]=[CH:31][CH:30]=[CH:29][CH:28]=3)[S:22]/1)=[CH:10][CH:9]=2)=[O:4].[OH-].[Na+]. Product: [CH3:16][O:15][C:14]1[C:13]2[C:8](=[CH:9][CH:10]=[C:11](/[CH:17]=[C:18]3/[C:19](=[O:33])[N:20]=[C:21]([NH:23][C@@H:24]4[CH2:26][C@H:25]4[C:27]4[CH:28]=[CH:29][CH:30]=[CH:31][CH:32]=4)[S:22]/3)[CH:12]=2)[N:7]=[CH:6][C:5]=1[C:3]([OH:4])=[O:2]. The catalyst class is: 5.